Predict the reactants needed to synthesize the given product. From a dataset of Full USPTO retrosynthesis dataset with 1.9M reactions from patents (1976-2016). (1) Given the product [N+:25]([C:21]1[CH:20]=[C:19]([C:9]2[CH:10]=[N:11][N:12]([C:14]([OH:16])=[O:15])[CH:13]=2)[CH:24]=[CH:23][CH:22]=1)([O-:27])=[O:26], predict the reactants needed to synthesize it. The reactants are: CC1(C)C(C)(C)OB([C:9]2[CH:10]=[N:11][N:12]([C:14]([OH:16])=[O:15])[CH:13]=2)O1.Br[C:19]1[CH:24]=[CH:23][CH:22]=[C:21]([N+:25]([O-:27])=[O:26])[CH:20]=1. (2) Given the product [N:1]1([C:5]([C:7]2[CH:40]=[CH:39][C:10]([O:11][C:12]3[CH:13]=[C:14]([C:24]4[NH:28][C:27]([C:29]([OH:31])=[O:30])=[CH:26][CH:25]=4)[CH:15]=[C:16]([O:18][C@@H:19]([CH3:23])[CH2:20][O:21][CH3:22])[CH:17]=3)=[C:9]([F:41])[CH:8]=2)=[O:6])[CH2:4][CH2:3][CH2:2]1, predict the reactants needed to synthesize it. The reactants are: [N:1]1([C:5]([C:7]2[CH:40]=[CH:39][C:10]([O:11][C:12]3[CH:13]=[C:14]([C:24]4[NH:28][C:27]([C:29]([O:31]CC5C=CC=CC=5)=[O:30])=[CH:26][CH:25]=4)[CH:15]=[C:16]([O:18][C@@H:19]([CH3:23])[CH2:20][O:21][CH3:22])[CH:17]=3)=[C:9]([F:41])[CH:8]=2)=[O:6])[CH2:4][CH2:3][CH2:2]1. (3) The reactants are: I[C:2]1[C:10]2[C:5](=[CH:6][C:7]([C@H:11]3[C@@:13]4([C:21]5[C:16](=[CH:17][CH:18]=[C:19]([O:22][CH3:23])[CH:20]=5)[NH:15][C:14]4=[O:24])[CH2:12]3)=[CH:8][CH:9]=2)[NH:4][N:3]=1.[CH3:25][N:26]1[CH2:31][CH2:30][N:29]([C:32]2[CH:37]=[CH:36][C:35](B3OC(C)(C)C(C)(C)O3)=[CH:34][CH:33]=2)[CH2:28][CH2:27]1.[Li+].[Cl-:48].C([O-])([O-])=O.[Na+].[Na+].[I-].Cl. Given the product [ClH:48].[CH3:23][O:22][C:19]1[CH:20]=[C:21]2[C:16](=[CH:17][CH:18]=1)[NH:15][C:14](=[O:24])[C@:13]12[CH2:12][C@H:11]1[C:7]1[CH:6]=[C:5]2[C:10]([C:2]([C:35]3[CH:34]=[CH:33][C:32]([N:29]4[CH2:30][CH2:31][N:26]([CH3:25])[CH2:27][CH2:28]4)=[CH:37][CH:36]=3)=[N:3][NH:4]2)=[CH:9][CH:8]=1, predict the reactants needed to synthesize it.